Predict which catalyst facilitates the given reaction. From a dataset of Catalyst prediction with 721,799 reactions and 888 catalyst types from USPTO. (1) Reactant: [Cl:1][C:2]1[CH:17]=[CH:16][C:5]([O:6][C:7]2[CH:8]=[C:9]([CH:13]=[CH:14][CH:15]=2)[C:10](O)=[O:11])=[C:4]([NH:18][C:19]2[C:28]3[C:23](=[N:24][C:25]([CH3:29])=[CH:26][CH:27]=3)[N:22]=[CH:21][CH:20]=2)[CH:3]=1.CN1CCOCC1.ClC(OC(C)=C)=O.[CH2:44]([NH2:47])[CH:45]=[CH2:46]. Product: [CH2:44]([NH:47][C:10](=[O:11])[C:9]1[CH:13]=[CH:14][CH:15]=[C:7]([O:6][C:5]2[CH:16]=[CH:17][C:2]([Cl:1])=[CH:3][C:4]=2[NH:18][C:19]2[C:28]3[C:23](=[N:24][C:25]([CH3:29])=[CH:26][CH:27]=3)[N:22]=[CH:21][CH:20]=2)[CH:8]=1)[CH:45]=[CH2:46]. The catalyst class is: 1. (2) Reactant: C(O[C:6]([N:8]1[CH2:11][CH:10]([CH2:12][C:13]([OH:15])=[O:14])[CH2:9]1)=O)(C)(C)C.C(=O)([O-])[O-].[K+].[K+].[CH3:22]I.[F:24][C:25]1[CH:33]=[C:32]([F:34])[CH:31]=[CH:30][C:26]=1[CH2:27]CBr. Product: [CH3:22][O:15][C:13](=[O:14])[CH2:12][CH:10]1[CH2:9][N:8]([CH2:6][CH2:27][C:26]2[CH:30]=[CH:31][C:32]([F:34])=[CH:33][C:25]=2[F:24])[CH2:11]1. The catalyst class is: 35. (3) Reactant: ClC(OC(Cl)C)=O.C([N:21]1[CH2:24][CH:23]([C:25]2([OH:38])[CH2:30][CH2:29][N:28]([C:31]([C:33]3[S:34][CH:35]=[CH:36][N:37]=3)=[O:32])[CH2:27][CH2:26]2)[CH2:22]1)(C1C=CC=CC=1)C1C=CC=CC=1. Product: [NH:21]1[CH2:22][CH:23]([C:25]2([OH:38])[CH2:30][CH2:29][N:28]([C:31]([C:33]3[S:34][CH:35]=[CH:36][N:37]=3)=[O:32])[CH2:27][CH2:26]2)[CH2:24]1. The catalyst class is: 2. (4) Reactant: [CH3:1][O:2][C:3]([C:5]1[N:6]([CH3:20])[C:7]([C:10]2[S:18][C:17]3[C:12](=[N:13][CH:14]=[CH:15][C:16]=3Cl)[CH:11]=2)=[CH:8][N:9]=1)=[O:4].[CH3:21][C:22]1[NH:23][C:24]2[C:29]([CH:30]=1)=[CH:28][C:27]([NH2:31])=[CH:26][CH:25]=2. Product: [CH3:1][O:2][C:3]([C:5]1[N:6]([CH3:20])[C:7]([C:10]2[S:18][C:17]3[C:12](=[N:13][CH:14]=[CH:15][C:16]=3[NH:31][C:27]3[CH:28]=[C:29]4[C:24](=[CH:25][CH:26]=3)[NH:23][C:22]([CH3:21])=[CH:30]4)[CH:11]=2)=[CH:8][N:9]=1)=[O:4]. The catalyst class is: 8. (5) Reactant: C([O:9][CH2:10][CH2:11][O:12][C:13]1[CH:18]=[C:17]([CH3:19])[C:16]([C:20]2[CH:25]=[CH:24][CH:23]=[C:22]([CH2:26][O:27][C:28]3[CH:29]=[CH:30][C:31]4[CH:32]([CH2:41][C:42]([O:44]CC)=[O:43])[C:33]5[C:38]([C:39]=4[CH:40]=3)=[CH:37][CH:36]=[CH:35][CH:34]=5)[C:21]=2[CH3:47])=[C:15]([CH3:48])[CH:14]=1)(=O)C1C=CC=CC=1.[OH-].[Na+].C1COCC1.Cl. Product: [OH:9][CH2:10][CH2:11][O:12][C:13]1[CH:14]=[C:15]([CH3:48])[C:16]([C:20]2[CH:25]=[CH:24][CH:23]=[C:22]([CH2:26][O:27][C:28]3[CH:29]=[CH:30][C:31]4[CH:32]([CH2:41][C:42]([OH:44])=[O:43])[C:33]5[C:38]([C:39]=4[CH:40]=3)=[CH:37][CH:36]=[CH:35][CH:34]=5)[C:21]=2[CH3:47])=[C:17]([CH3:19])[CH:18]=1. The catalyst class is: 8.